This data is from Full USPTO retrosynthesis dataset with 1.9M reactions from patents (1976-2016). The task is: Predict the reactants needed to synthesize the given product. Given the product [Br:15][C:12]1[CH:13]=[CH:14][C:9]([C:5]2[N:4]=[C:3]3[CH2:16][C:17](=[O:19])[NH:1][C:2]3=[CH:7][C:6]=2[Cl:8])=[CH:10][CH:11]=1, predict the reactants needed to synthesize it. The reactants are: [NH2:1][C:2]1[C:3]([CH2:16][C:17]([O:19]CC)=O)=[N:4][C:5]([C:9]2[CH:14]=[CH:13][C:12]([Br:15])=[CH:11][CH:10]=2)=[C:6]([Cl:8])[CH:7]=1.C(O)(=O)C.